Dataset: Forward reaction prediction with 1.9M reactions from USPTO patents (1976-2016). Task: Predict the product of the given reaction. (1) Given the reactants [CH2:1]([C:5]1[CH:10]=[CH:9][C:8]([C:11]2[CH:20]=[CH:19][C:14]([C:15]([O:17]C)=[O:16])=[CH:13][CH:12]=2)=[CH:7][CH:6]=1)[CH2:2][CH2:3][CH3:4].[OH-].[Na+], predict the reaction product. The product is: [CH2:1]([C:5]1[CH:10]=[CH:9][C:8]([C:11]2[CH:12]=[CH:13][C:14]([C:15]([OH:17])=[O:16])=[CH:19][CH:20]=2)=[CH:7][CH:6]=1)[CH2:2][CH2:3][CH3:4]. (2) Given the reactants [NH2:1][C:2]1[C:3]([C:10]([O:12][CH3:13])=[O:11])=[N:4][C:5](Cl)=[C:6](Cl)[N:7]=1.C([Sn](CCCC)(CCCC)[CH2:19][O:20][CH2:21][Sn](CCCC)(CCCC)CCCC)CCC.CC(C1C=C(C(C)C)C(C2C=CC=CC=2P(C2CCCCC2)C2CCCCC2)=C(C(C)C)C=1)C, predict the reaction product. The product is: [NH2:1][C:2]1[N:7]=[C:6]2[CH2:21][O:20][CH2:19][C:5]2=[N:4][C:3]=1[C:10]([O:12][CH3:13])=[O:11]. (3) Given the reactants C(OC(=O)[NH:7][C:8]1[CH:13]=[CH:12][C:11]([C:14]([F:17])([F:16])[F:15])=[CH:10][C:9]=1[NH:18][C:19](=[O:37])[CH2:20][C:21]([C:23]1[CH:28]=[CH:27][CH:26]=[C:25]([C:29]2[CH:34]=[C:33]([CH3:35])[N:32]=[C:31]([CH3:36])[CH:30]=2)[CH:24]=1)=O)(C)(C)C.C(O)(C(F)(F)F)=O, predict the reaction product. The product is: [CH3:36][C:31]1[CH:30]=[C:29]([C:25]2[CH:24]=[C:23]([C:21]3[CH2:20][C:19](=[O:37])[NH:18][C:9]4[CH:10]=[C:11]([C:14]([F:15])([F:17])[F:16])[CH:12]=[CH:13][C:8]=4[N:7]=3)[CH:28]=[CH:27][CH:26]=2)[CH:34]=[C:33]([CH3:35])[N:32]=1. (4) Given the reactants C([N:8]1[CH2:13][CH2:12][N:11]([C:14]2[CH:19]=[CH:18][C:17]([NH:20][C:21]3[N:22]=[CH:23][C:24]4[CH:29]=[CH:28][N:27]([CH2:30][C:31]5[C:32]([N:37]([CH3:42])[S:38]([CH3:41])(=[O:40])=[O:39])=[N:33][CH:34]=[CH:35][CH:36]=5)[C:25]=4[N:26]=3)=[CH:16][CH:15]=2)[CH2:10][CH:9]1[CH2:43][F:44])C1C=CC=CC=1.C([O-])=O.[NH4+], predict the reaction product. The product is: [F:44][CH2:43][CH:9]1[NH:8][CH2:13][CH2:12][N:11]([C:14]2[CH:19]=[CH:18][C:17]([NH:20][C:21]3[N:22]=[CH:23][C:24]4[CH:29]=[CH:28][N:27]([CH2:30][C:31]5[C:32]([N:37]([CH3:42])[S:38]([CH3:41])(=[O:40])=[O:39])=[N:33][CH:34]=[CH:35][CH:36]=5)[C:25]=4[N:26]=3)=[CH:16][CH:15]=2)[CH2:10]1. (5) Given the reactants Br[C:2]1[CH:7]=[CH:6][N:5]=[CH:4][C:3]=1[CH:8]([C:10]1[CH:15]=[CH:14][C:13]([C:16]([F:19])([F:18])[F:17])=[CH:12][CH:11]=1)[OH:9].[CH:20]([N:22]1[C:30](=[O:31])[C:29]2[C:24](=[CH:25][CH:26]=[CH:27][CH:28]=2)[C:23]1=[O:32])=[CH2:21].C1(P(C2CCCCC2)C2C=CC=CC=2C2C=CC=CC=2)CCCCC1.CCN(CC)CC, predict the reaction product. The product is: [OH:9][CH:8]([C:10]1[CH:15]=[CH:14][C:13]([C:16]([F:19])([F:18])[F:17])=[CH:12][CH:11]=1)[C:3]1[CH:4]=[N:5][CH:6]=[CH:7][C:2]=1/[CH:21]=[CH:20]/[N:22]1[C:23](=[O:32])[C:24]2[C:29](=[CH:28][CH:27]=[CH:26][CH:25]=2)[C:30]1=[O:31]. (6) Given the reactants [C:1]([O:5][C:6]([N:8]1[CH2:13][CH2:12][N:11]([C:14]2[S:15][C:16](Br)=[CH:17][N:18]=2)[CH2:10][CH2:9]1)=[O:7])([CH3:4])([CH3:3])[CH3:2].[CH2:20]([S:24][S:24][CH2:20][CH2:21][CH2:22][CH3:23])[CH2:21][CH2:22][CH3:23], predict the reaction product. The product is: [C:1]([O:5][C:6]([N:8]1[CH2:13][CH2:12][N:11]([C:14]2[S:15][C:16]([S:24][CH2:20][CH2:21][CH2:22][CH3:23])=[CH:17][N:18]=2)[CH2:10][CH2:9]1)=[O:7])([CH3:4])([CH3:3])[CH3:2]. (7) Given the reactants C([O:3][C:4](=[O:14])[C:5]1[C:10]([CH3:11])=[CH:9][CH:8]=[CH:7][C:6]=1[O:12]C)C.[OH-].[Na+].COC1C=CC=C(C)C=1C(O)=O.B(Br)(Br)Br, predict the reaction product. The product is: [OH:12][C:6]1[CH:7]=[CH:8][CH:9]=[C:10]([CH3:11])[C:5]=1[C:4]([OH:14])=[O:3]. (8) Given the reactants [S:1]1[C:5]2[CH:6]=[CH:7][CH:8]=[CH:9][C:4]=2[N:3]=[C:2]1[C:10](=[C:13](O)[C:14]1[CH:19]=[CH:18][C:17]([N+:20]([O-:22])=[O:21])=[CH:16][CH:15]=1)[C:11]#[N:12].O=P(Cl)(Cl)[Cl:26], predict the reaction product. The product is: [S:1]1[C:5]2[CH:6]=[CH:7][CH:8]=[CH:9][C:4]=2[N:3]=[C:2]1[C:10](=[C:13]([Cl:26])[C:14]1[CH:19]=[CH:18][C:17]([N+:20]([O-:22])=[O:21])=[CH:16][CH:15]=1)[C:11]#[N:12].